From a dataset of Reaction yield outcomes from USPTO patents with 853,638 reactions. Predict the reaction yield, written as a fraction of the theoretical maximum amount of product (1.0 means a 100% yield; for example, 0.34 means a 34% yield). The product is [CH2:1]([NH:3][C:4](=[O:22])[NH:5][C:6]1[CH:14]=[C:13]([NH:15][C:16]2[CH:21]=[CH:20][CH:19]=[CH:18][CH:17]=2)[C:9]([C:10]([NH:37][C:32]2[N:31]([CH3:47])[N:39]=[CH:34][CH:33]=2)=[O:12])=[CH:8][N:7]=1)[CH3:2]. The yield is 0.250. The catalyst is CN(C=O)C. The reactants are [CH2:1]([NH:3][C:4](=[O:22])[NH:5][C:6]1[CH:14]=[C:13]([NH:15][C:16]2[CH:21]=[CH:20][CH:19]=[CH:18][CH:17]=2)[C:9]([C:10]([OH:12])=O)=[CH:8][N:7]=1)[CH3:2].CN(C(O[N:31]1[N:39]=N[C:33]2[CH:34]=CC=[N:37][C:32]1=2)=[N+](C)C)C.F[P-](F)(F)(F)(F)F.[CH:47]1C=CC2N(O)N=NC=2C=1.CCN(C(C)C)C(C)C.CN1C=CC(N)=N1.